From a dataset of Full USPTO retrosynthesis dataset with 1.9M reactions from patents (1976-2016). Predict the reactants needed to synthesize the given product. (1) Given the product [F:27][C:24]1[CH:25]=[CH:26][C:21]([C:13]2[C:12]([CH2:11][O:10][C:7]3[CH:8]=[CH:9][C:4]([C:3]([NH:34][CH3:33])=[O:28])=[CH:5][N:6]=3)=[C:16]([C:17]([F:18])([F:20])[F:19])[O:15][N:14]=2)=[CH:22][CH:23]=1, predict the reactants needed to synthesize it. The reactants are: CO[C:3](=[O:28])[C:4]1[CH:9]=[CH:8][C:7]([O:10][CH2:11][C:12]2[C:13]([C:21]3[CH:26]=[CH:25][C:24]([F:27])=[CH:23][CH:22]=3)=[N:14][O:15][C:16]=2[C:17]([F:20])([F:19])[F:18])=[N:6][CH:5]=1.COC(=O)C1C=CC(OCC2C(C3C=CC=CC=3)=NOC=2C(F)(F)F)=[N:34][CH:33]=1. (2) Given the product [C:1]([NH:24][C:25]1[CH:26]=[CH:27][C:28]([OH:35])=[C:29]([CH:34]=1)[C:30]([OH:32])=[O:31])(=[O:23])[CH2:2][CH2:3][CH:4]=[CH:5][CH2:6][CH:7]=[CH:8][CH2:9][CH:10]=[CH:11][CH2:12][CH:13]=[CH:14][CH2:15][CH:16]=[CH:17][CH2:18][CH:19]=[CH:20][CH2:21][CH3:22], predict the reactants needed to synthesize it. The reactants are: [C:1]([NH:24][C:25]1[CH:26]=[CH:27][C:28]([OH:35])=[C:29]([CH:34]=1)[C:30]([O:32]C)=[O:31])(=[O:23])[CH2:2][CH2:3][CH:4]=[CH:5][CH2:6][CH:7]=[CH:8][CH2:9][CH:10]=[CH:11][CH2:12][CH:13]=[CH:14][CH2:15][CH:16]=[CH:17][CH2:18][CH:19]=[CH:20][CH2:21][CH3:22].Cl. (3) Given the product [OH:32][C:29]1[CH:28]=[CH:27][C:26]([CH2:25][CH2:24][NH:23][C:19]2[N:18]=[C:17]([C:13]3[CH:12]=[C:11]([CH:16]=[CH:15][CH:14]=3)[CH2:10][N:5]([S:6]([CH3:9])(=[O:8])=[O:7])[CH2:4][CH2:3][CH2:2][NH:1][C:37](=[O:38])[C:36]3[CH:40]=[CH:41][CH:42]=[CH:43][C:35]=3[O:34][CH3:33])[CH:22]=[CH:21][N:20]=2)=[CH:31][CH:30]=1, predict the reactants needed to synthesize it. The reactants are: [NH2:1][CH2:2][CH2:3][CH2:4][N:5]([CH2:10][C:11]1[CH:16]=[CH:15][CH:14]=[C:13]([C:17]2[CH:22]=[CH:21][N:20]=[C:19]([NH:23][CH2:24][CH2:25][C:26]3[CH:31]=[CH:30][C:29]([OH:32])=[CH:28][CH:27]=3)[N:18]=2)[CH:12]=1)[S:6]([CH3:9])(=[O:8])=[O:7].[CH3:33][O:34][C:35]1[CH:43]=[CH:42][CH:41]=[CH:40][C:36]=1[C:37](O)=[O:38]. (4) Given the product [CH3:21][N:19]([CH3:20])[CH2:18][CH2:17][N:12]1[C:11](=[O:22])[C:10]2[CH:23]=[CH:24][CH:25]=[C:8]3[C:9]=2[C:14](=[C:15]2[C:2]([NH:1][C:35]([NH:34][C:31]4[CH:30]=[CH:29][C:28]([C:27]([F:26])([F:37])[F:38])=[CH:33][CH:32]=4)=[S:36])=[CH:3][CH:4]=[CH:5][C:6]2=[CH:7]3)[C:13]1=[O:16], predict the reactants needed to synthesize it. The reactants are: [NH2:1][C:2]1[C:15]2[C:6](=[CH:7][C:8]3[C:9]4[C:14]=2[C:13](=[O:16])[N:12]([CH2:17][CH2:18][N:19]([CH3:21])[CH3:20])[C:11](=[O:22])[C:10]=4[CH:23]=[CH:24][CH:25]=3)[CH:5]=[CH:4][CH:3]=1.[F:26][C:27]([F:38])([F:37])[C:28]1[CH:33]=[CH:32][C:31]([N:34]=[C:35]=[S:36])=[CH:30][CH:29]=1. (5) Given the product [CH3:1][C:2]1([CH3:12])[C:10]2[C:5](=[CH:6][CH:7]=[CH:8][CH:9]=2)[CH:4]=[CH:3]1, predict the reactants needed to synthesize it. The reactants are: [CH3:1][C:2]1([CH3:12])[C:10]2[C:5](=[CH:6][CH:7]=[CH:8][CH:9]=2)[CH:4](O)[CH2:3]1.OS([O-])(=O)=O.[K+]. (6) Given the product [C:1]1([C:7]2[CH2:8][CH:21]3[CH:22]([CH2:10][C:9]=2[C:11]2[CH:12]=[CH:13][CH:14]=[CH:15][CH:16]=2)[C:17](=[O:23])[CH2:18][CH2:19][CH2:20]3)[CH:6]=[CH:5][CH:4]=[CH:3][CH:2]=1, predict the reactants needed to synthesize it. The reactants are: [C:1]1([C:7]([C:9]([C:11]2[CH:16]=[CH:15][CH:14]=[CH:13][CH:12]=2)=[CH2:10])=[CH2:8])[CH:6]=[CH:5][CH:4]=[CH:3][CH:2]=1.[C:17]1(=[O:23])[CH2:22][CH2:21][CH2:20][CH:19]=[CH:18]1. (7) Given the product [Cl:15][C:10]1[CH:9]=[C:8]([C:6]2[CH:5]=[C:4]([N:16]3[CH2:21][CH2:20][N:19]([C:22]4[N:23]([CH3:27])[CH:24]=[CH:25][N:26]=4)[CH2:18][CH2:17]3)[N:3]=[C:2]([N:31]3[CH2:32][CH2:33][CH2:34][C@H:30]3[CH3:29])[N:7]=2)[CH:13]=[CH:12][C:11]=1[F:14], predict the reactants needed to synthesize it. The reactants are: Cl[C:2]1[N:7]=[C:6]([C:8]2[CH:13]=[CH:12][C:11]([F:14])=[C:10]([Cl:15])[CH:9]=2)[CH:5]=[C:4]([N:16]2[CH2:21][CH2:20][N:19]([C:22]3[N:23]([CH3:27])[CH:24]=[CH:25][N:26]=3)[CH2:18][CH2:17]2)[N:3]=1.Cl.[CH3:29][C@@H:30]1[CH2:34][CH2:33][CH2:32][NH:31]1.